This data is from Forward reaction prediction with 1.9M reactions from USPTO patents (1976-2016). The task is: Predict the product of the given reaction. (1) Given the reactants [S:1]1[CH:5]=[CH:4][CH:3]=[C:2]1[CH:6]=O.[CH3:8][O:9][CH2:10][CH2:11][NH2:12].[C:13]1(=[O:24])[O:19][C:17](=O)[C:16]2=[CH:20][CH:21]=[CH:22][CH:23]=[C:15]2[CH2:14]1.C([C:27]1[C:28]([NH2:36])=[N:29][O:30][C:31]=1[C:32]([CH3:35])([CH3:34])[CH3:33])C, predict the reaction product. The product is: [C:32]([C:31]1[O:30][N:29]=[C:28]([NH:36][C:13]([CH:14]2[C:15]3[C:16](=[CH:20][CH:21]=[CH:22][CH:23]=3)[C:17](=[O:19])[N:12]([CH2:11][CH2:10][O:9][CH3:8])[CH:6]2[C:2]2[S:1][CH:5]=[CH:4][CH:3]=2)=[O:24])[CH:27]=1)([CH3:35])([CH3:34])[CH3:33]. (2) Given the reactants [N+:1]([C:4]1[N:9]=[CH:8][C:7]([N:10]2[CH2:15][CH2:14][N:13]([C:16](=[O:18])[CH3:17])[CH2:12][CH2:11]2)=[CH:6][CH:5]=1)([O-])=O.[H][H], predict the reaction product. The product is: [NH2:1][C:4]1[N:9]=[CH:8][C:7]([N:10]2[CH2:15][CH2:14][N:13]([C:16](=[O:18])[CH3:17])[CH2:12][CH2:11]2)=[CH:6][CH:5]=1. (3) Given the reactants [CH3:1][O:2][C:3](=[O:12])[C:4]1[CH:9]=[CH:8][C:7]([CH2:10]Cl)=[N:6][CH:5]=1.CS(C)=O.[N-:17]=[N+:18]=[N-:19].[Na+].C(=O)([O-])[O-].[Na+].[Na+], predict the reaction product. The product is: [CH3:1][O:2][C:3](=[O:12])[C:4]1[CH:9]=[CH:8][C:7]([CH2:10][N:17]=[N+:18]=[N-:19])=[N:6][CH:5]=1. (4) Given the reactants Cl[C:2]1[N:6]([CH3:7])[N:5]=[C:4]([CH3:8])[C:3]=1[CH:9]=[O:10].[CH3:11][N:12]1[CH2:17][CH2:16][NH:15][CH2:14][CH2:13]1.C(=O)([O-])[O-].[K+].[K+], predict the reaction product. The product is: [CH3:7][N:6]1[C:2]([N:15]2[CH2:16][CH2:17][N:12]([CH3:11])[CH2:13][CH2:14]2)=[C:3]([CH:9]=[O:10])[C:4]([CH3:8])=[N:5]1. (5) Given the reactants [CH:1]([O:14][C:15]([C:17]1([O:20]/[N:21]=[C:22](/[C:26]2[N:27]=[C:28]([NH:31][C:32]([O:34][C:35]([CH3:38])([CH3:37])[CH3:36])=[O:33])[S:29][CH:30]=2)\[C:23](O)=[O:24])[CH2:19][CH2:18]1)=[O:16])([C:8]1[CH:13]=[CH:12][CH:11]=[CH:10][CH:9]=1)[C:2]1[CH:7]=[CH:6][CH:5]=[CH:4][CH:3]=1.CCN(C(C)C)C(C)C.CN(C(ON1N=NC2C=CC=NC1=2)=[N+](C)C)C.F[P-](F)(F)(F)(F)F.[C:72]([O:76][C:77](=[O:92])[NH:78][CH2:79][C:80]1[N:81]=[N:82][N:83]([CH2:85][C@@H:86]2[C@H:89]([NH2:90])[C:88](=[O:91])[NH:87]2)[CH:84]=1)([CH3:75])([CH3:74])[CH3:73], predict the reaction product. The product is: [C:72]([O:76][C:77]([NH:78][CH2:79][C:80]1[N:81]=[N:82][N:83]([CH2:85][C@@H:86]2[C@H:89]([NH:90][C:23](=[O:24])/[C:22](=[N:21]\[O:20][C:17]3([C:15]([O:14][CH:1]([C:2]4[CH:3]=[CH:4][CH:5]=[CH:6][CH:7]=4)[C:8]4[CH:9]=[CH:10][CH:11]=[CH:12][CH:13]=4)=[O:16])[CH2:19][CH2:18]3)/[C:26]3[N:27]=[C:28]([NH:31][C:32]([O:34][C:35]([CH3:38])([CH3:36])[CH3:37])=[O:33])[S:29][CH:30]=3)[C:88](=[O:91])[NH:87]2)[CH:84]=1)=[O:92])([CH3:75])([CH3:73])[CH3:74].